This data is from Catalyst prediction with 721,799 reactions and 888 catalyst types from USPTO. The task is: Predict which catalyst facilitates the given reaction. (1) Reactant: [C:1]([C:3]1[CH:4]=[C:5]2[C:9](=[CH:10][CH:11]=1)[N:8]([S:12]([C:15]1[CH:20]=[CH:19][C:18]([CH3:21])=[CH:17][CH:16]=1)(=[O:14])=[O:13])[CH:7]=[C:6]2[C@H:22]1[CH2:24][C@H:23]1[CH:25]=O)#[N:2].[CH3:27][NH:28][CH3:29].C(O[BH-](OC(=O)C)OC(=O)C)(=O)C.[Na+]. Product: [C:1]([C:3]1[CH:4]=[C:5]2[C:9](=[CH:10][CH:11]=1)[N:8]([S:12]([C:15]1[CH:20]=[CH:19][C:18]([CH3:21])=[CH:17][CH:16]=1)(=[O:14])=[O:13])[CH:7]=[C:6]2[C@H:22]1[CH2:24][C@H:23]1[CH2:25][N:28]([CH3:29])[CH3:27])#[N:2]. The catalyst class is: 8. (2) Reactant: [N:1]12[CH2:8][CH2:7][CH:4]([CH2:5][CH2:6]1)[C:3](=[O:9])[CH2:2]2.[CH:10](=O)[C:11]1[CH:16]=[CH:15][CH:14]=[CH:13][CH:12]=1.[OH-].[K+].O. Product: [CH:10](=[C:2]1[C:3](=[O:9])[CH:4]2[CH2:7][CH2:8][N:1]1[CH2:6][CH2:5]2)[C:11]1[CH:16]=[CH:15][CH:14]=[CH:13][CH:12]=1. The catalyst class is: 5. (3) Reactant: [F:1][C:2]([F:32])([F:31])[C:3]1[CH:4]=[C:5]([CH:28]=[CH:29][CH:30]=1)[C:6]([NH:8][C:9]1[CH:10]=[C:11]([CH:25]=[CH:26][CH:27]=1)[O:12][C:13]1[CH:14]=[CH:15][C:16]2[N:17]([CH:19]=[C:20](C(O)=O)[N:21]=2)[N:18]=1)=[O:7].C1(P(N=[N+]=[N-])(C2C=CC=CC=2)=[O:40])C=CC=CC=1.C([N:52]([CH2:55]C)CC)C.[C:57]([OH:61])([CH3:60])([CH3:59])[CH3:58]. Product: [F:1][C:2]([F:32])([F:31])[C:3]1[CH:4]=[C:5]([CH:28]=[CH:29][CH:30]=1)[C:6]([NH:8][C:9]1[CH:10]=[C:11]([CH:25]=[CH:26][CH:27]=1)[O:12][C:13]1[CH:14]=[CH:15][C:16]2[N:17]([CH:19]=[C:20]([NH:52][C:55](=[O:40])[O:61][C:57]([CH3:60])([CH3:59])[CH3:58])[N:21]=2)[N:18]=1)=[O:7]. The catalyst class is: 13. (4) Reactant: F[C:2]1[N:7]=[CH:6][C:5]([C:8]2[S:9][C:10]3[CH:16]=[CH:15][C:14]([O:17][CH3:18])=[CH:13][C:11]=3[N:12]=2)=[CH:4][CH:3]=1.[CH3:19][NH2:20].O.ClCCl. Product: [CH3:18][O:17][C:14]1[CH:15]=[CH:16][C:10]2[S:9][C:8]([C:5]3[CH:4]=[CH:3][C:2]([NH:20][CH3:19])=[N:7][CH:6]=3)=[N:12][C:11]=2[CH:13]=1. The catalyst class is: 8. (5) Reactant: [CH3:1][C:2]([C:18]1[CH:23]=[CH:22][CH:21]=[CH:20][CH:19]=1)([CH3:17])[CH2:3][NH:4][C:5](=O)[C:6]1[CH:11]=[CH:10][C:9]([C:12]([F:15])([F:14])[F:13])=[CH:8][CH:7]=1.O=P12OP3(OP(OP(O3)(O1)=O)(=O)O2)=O.P(Cl)(Cl)(Cl)=O.[OH-].[Na+]. Product: [CH3:1][C:2]1([CH3:17])[C:18]2[C:23](=[CH:22][CH:21]=[CH:20][CH:19]=2)[C:5]([C:6]2[CH:11]=[CH:10][C:9]([C:12]([F:15])([F:14])[F:13])=[CH:8][CH:7]=2)=[N:4][CH2:3]1. The catalyst class is: 11. (6) Reactant: [NH:1]1[CH:5]=[CH:4][N:3]=[C:2]1[CH2:6][NH:7][CH2:8][C:9]1[CH:17]=[C:16]2[C:12]([CH:13]=[C:14]([CH2:18][CH2:19][CH2:20][CH2:21][N:22]([CH2:26][CH2:27][CH3:28])[CH2:23][CH2:24][CH3:25])[CH2:15]2)=[CH:11][CH:10]=1.C([BH3-])#N.[Na+].[CH3:33][N:34]1[CH:38]=[CH:37][N:36]=[C:35]1[CH:39]=O.C(O)(=O)C. Product: [NH:1]1[CH:5]=[CH:4][N:3]=[C:2]1[CH2:6][N:7]([CH2:8][C:9]1[CH:17]=[C:16]2[C:12]([CH:13]=[C:14]([CH2:18][CH2:19][CH2:20][CH2:21][N:22]([CH2:26][CH2:27][CH3:28])[CH2:23][CH2:24][CH3:25])[CH2:15]2)=[CH:11][CH:10]=1)[CH2:39][C:35]1[N:34]([CH3:33])[CH:38]=[CH:37][N:36]=1. The catalyst class is: 5. (7) Reactant: [OH:1][C:2]1[CH:7]=[CH:6][C:5]([C:8]2[CH:12]=[C:11]([C:13]([NH2:15])=[O:14])[O:10][N:9]=2)=[CH:4][CH:3]=1.C([O-])([O-])=O.[K+].[K+].[F:22][C:23]1[CH:30]=[CH:29][CH:28]=[CH:27][C:24]=1[CH2:25]Br. Product: [F:22][C:23]1[CH:30]=[CH:29][CH:28]=[CH:27][C:24]=1[CH2:25][O:1][C:2]1[CH:3]=[CH:4][C:5]([C:8]2[CH:12]=[C:11]([C:13]([NH2:15])=[O:14])[O:10][N:9]=2)=[CH:6][CH:7]=1. The catalyst class is: 639.